The task is: Predict which catalyst facilitates the given reaction.. This data is from Catalyst prediction with 721,799 reactions and 888 catalyst types from USPTO. (1) Product: [CH2:1]([O:3][C:4](=[O:23])[CH2:5][C:6]1[CH:11]=[CH:10][C:9]([O:12][CH3:13])=[C:8]([C:25]2[C:30]([C:31]#[N:32])=[CH:29][CH:28]=[CH:27][N:26]=2)[CH:7]=1)[CH3:2]. Reactant: [CH2:1]([O:3][C:4](=[O:23])[CH2:5][C:6]1[CH:11]=[CH:10][C:9]([O:12][CH3:13])=[C:8](B2OC(C)(C)C(C)(C)O2)[CH:7]=1)[CH3:2].Cl[C:25]1[C:30]([C:31]#[N:32])=[CH:29][CH:28]=[CH:27][N:26]=1.C(=O)([O-])[O-].[K+].[K+]. The catalyst class is: 73. (2) Reactant: [Br:1][C:2]1[CH:7]=[CH:6][CH:5]=[CH:4][C:3]=1[CH2:8][C:9]([CH3:17])([CH3:16])[CH2:10][C:11](=[O:15])[C:12]([OH:14])=[O:13].[C:18](=O)([O-])[O-].[K+].[K+].IC. Product: [CH3:18][O:13][C:12](=[O:14])[C:11](=[O:15])[CH2:10][C:9]([CH3:17])([CH3:16])[CH2:8][C:3]1[CH:4]=[CH:5][CH:6]=[CH:7][C:2]=1[Br:1]. The catalyst class is: 21. (3) Reactant: [Cl:1][C:2]1[CH:3]=[CH:4][C:5]2[N:11]3[C:12]([CH:15]4[CH2:17][CH2:16]4)=[N:13][N:14]=[C:10]3[C@@H:9]([CH2:18][CH2:19][C:20]#N)[O:8][C@H:7]([C:22]3[CH:27]=[CH:26][CH:25]=[C:24]([O:28][CH3:29])[C:23]=3[O:30][CH3:31])[C:6]=2[CH:32]=1.[OH-:33].[Na+].C[OH:36].Cl. Product: [Cl:1][C:2]1[CH:3]=[CH:4][C:5]2[N:11]3[C:12]([CH:15]4[CH2:16][CH2:17]4)=[N:13][N:14]=[C:10]3[C@@H:9]([CH2:18][CH2:19][C:20]([OH:36])=[O:33])[O:8][C@H:7]([C:22]3[CH:27]=[CH:26][CH:25]=[C:24]([O:28][CH3:29])[C:23]=3[O:30][CH3:31])[C:6]=2[CH:32]=1. The catalyst class is: 41. (4) Reactant: [F:1][C:2]1[C:3]([N:24]2[CH2:29][CH2:28][CH2:27][C@H:26]([NH:30]C(=O)OC(C)(C)C)[CH2:25]2)=[N:4][C:5]([N:8]2[C:16]3[CH:15]=[C:14]([C:17]4[CH:22]=[N:21][CH:20]=[C:19]([CH3:23])[N:18]=4)[N:13]=[CH:12][C:11]=3[CH:10]=[N:9]2)=[CH:6][CH:7]=1. Product: [F:1][C:2]1[C:3]([N:24]2[CH2:29][CH2:28][CH2:27][C@H:26]([NH2:30])[CH2:25]2)=[N:4][C:5]([N:8]2[C:16]3[CH:15]=[C:14]([C:17]4[CH:22]=[N:21][CH:20]=[C:19]([CH3:23])[N:18]=4)[N:13]=[CH:12][C:11]=3[CH:10]=[N:9]2)=[CH:6][CH:7]=1. The catalyst class is: 631. (5) Reactant: [CH2:1]([S:3]([C:6]1[CH:7]=[C:8]([C:12]2[CH:20]=[C:19]([C:21]([OH:23])=O)[C:18]([CH3:24])=[C:17]3[C:13]=2[C:14]2[CH:28]=[C:27]([CH3:29])[CH:26]=[N:25][C:15]=2[NH:16]3)[CH:9]=[CH:10][CH:11]=1)(=[O:5])=[O:4])[CH3:2].[CH3:30][N:31]1[CH2:36][CH2:35][CH:34]([NH2:37])[CH2:33][CH2:32]1.CN(C(ON1N=NC2C=CC=NC1=2)=[N+](C)C)C.F[P-](F)(F)(F)(F)F.CCN(C(C)C)C(C)C. Product: [CH2:1]([S:3]([C:6]1[CH:7]=[C:8]([C:12]2[CH:20]=[C:19]([C:21]([NH:37][CH:34]3[CH2:35][CH2:36][N:31]([CH3:30])[CH2:32][CH2:33]3)=[O:23])[C:18]([CH3:24])=[C:17]3[C:13]=2[C:14]2[CH:28]=[C:27]([CH3:29])[CH:26]=[N:25][C:15]=2[NH:16]3)[CH:9]=[CH:10][CH:11]=1)(=[O:4])=[O:5])[CH3:2]. The catalyst class is: 59. (6) Reactant: CN(C(ON1N=NC2C=CC=NC1=2)=[N+](C)C)C.F[P-](F)(F)(F)(F)F.[F:25][C:26]1[CH:27]=[C:28]([NH:37][C:38]([C@@H:40]2[NH:49][CH2:48][CH2:47][C:46]3[N:45]=[C:44]([O:50][CH3:51])[CH:43]=[CH:42][C:41]2=3)=[O:39])[CH:29]=[C:30]2[C:34]=1[C:33]([CH3:36])([CH3:35])[CH2:32][CH2:31]2.[CH2:52]([O:59][C:60](=[O:68])[CH2:61][C@H:62]1[CH2:64][C@@H:63]1[C:65](O)=[O:66])[C:53]1[CH:58]=[CH:57][CH:56]=[CH:55][CH:54]=1.CCN(C(C)C)C(C)C. Product: [F:25][C:26]1[CH:27]=[C:28]([NH:37][C:38]([C@@H:40]2[N:49]([C:65]([C@H:63]3[CH2:64][C@@H:62]3[CH2:61][C:60]([O:59][CH2:52][C:53]3[CH:54]=[CH:55][CH:56]=[CH:57][CH:58]=3)=[O:68])=[O:66])[CH2:48][CH2:47][C:46]3[N:45]=[C:44]([O:50][CH3:51])[CH:43]=[CH:42][C:41]2=3)=[O:39])[CH:29]=[C:30]2[C:34]=1[C:33]([CH3:35])([CH3:36])[CH2:32][CH2:31]2. The catalyst class is: 18. (7) Reactant: [F:1][C:2]1[CH:7]=[CH:6][C:5]([F:8])=[CH:4][C:3]=1[C:9]1[CH2:13][N:12](C(OC(C)(C)C)=O)[C@H:11]([C:21]2[CH:26]=[CH:25][CH:24]=[CH:23][CH:22]=2)[CH:10]=1.FC(F)(F)C(O)=O.[C:34]([O:38][C:39]([NH:41][C@H:42]([C:49](O)=[O:50])[C:43]([CH3:48])([CH3:47])[C:44]([OH:46])=[O:45])=[O:40])([CH3:37])([CH3:36])[CH3:35].Cl.CN(C)CCCN=C=NCC.ON1C2N=CC=CC=2N=N1.C(N(CC)CC)C. Product: [C:34]([O:38][C:39]([NH:41][C@H:42]([C:49]([N:12]1[CH2:13][C:9]([C:3]2[CH:4]=[C:5]([F:8])[CH:6]=[CH:7][C:2]=2[F:1])=[CH:10][C@H:11]1[C:21]1[CH:22]=[CH:23][CH:24]=[CH:25][CH:26]=1)=[O:50])[C:43]([CH3:48])([CH3:47])[C:44]([OH:46])=[O:45])=[O:40])([CH3:36])([CH3:37])[CH3:35]. The catalyst class is: 4.